This data is from Forward reaction prediction with 1.9M reactions from USPTO patents (1976-2016). The task is: Predict the product of the given reaction. (1) Given the reactants C([C:3]1([C:47]([OH:49])=O)[CH2:8][N:7](C(OC(C)(C)C)=O)[CH2:6][CH2:5][N:4]1[CH2:16][C:17]1[CH:22]=[CH:21][C:20]([C:23](=[O:44])[NH:24][C:25]2[CH:30]=[CH:29][C:28]([Cl:31])=[CH:27][C:26]=2[N:32]2[CH2:37][CH2:36][N:35]([CH2:38][CH2:39][C:40]([F:43])([F:42])[F:41])[CH2:34][CH2:33]2)=[C:19]([F:45])[C:18]=1[F:46])C.N.C[N:52](C(ON1N=NC2C=CC=NC1=2)=[N+](C)C)C.F[P-](F)(F)(F)(F)F, predict the reaction product. The product is: [Cl:31][C:28]1[CH:29]=[CH:30][C:25]([NH:24][C:23]([C:20]2[CH:21]=[CH:22][C:17]([CH2:16][N:4]3[CH2:5][CH2:6][NH:7][CH2:8][CH:3]3[C:47]([NH2:52])=[O:49])=[C:18]([F:46])[C:19]=2[F:45])=[O:44])=[C:26]([N:32]2[CH2:37][CH2:36][N:35]([CH2:38][CH2:39][C:40]([F:43])([F:42])[F:41])[CH2:34][CH2:33]2)[CH:27]=1. (2) Given the reactants C(N=C=NC(C)C)(C)C.[C:10]([O:14][C:15]([N:17]1[CH2:21][C:20](=[N:22][O:23][CH3:24])[CH2:19][C@H:18]1[C:25]([OH:27])=O)=[O:16])([CH3:13])([CH3:12])[CH3:11].[C:28](=[N:31]O)([NH2:30])[CH3:29], predict the reaction product. The product is: [CH3:24][O:23][N:22]=[C:20]1[CH2:21][N:17]([C:15]([O:14][C:10]([CH3:11])([CH3:12])[CH3:13])=[O:16])[C@H:18]([C:25]2[O:27][N:31]=[C:28]([CH3:29])[N:30]=2)[CH2:19]1. (3) Given the reactants Br[CH2:2][CH2:3][CH2:4][CH2:5][CH2:6][C@H:7]1[CH2:12][CH2:11][C@H:10]([NH:13][S:14]([C:17]2[CH:22]=[CH:21][C:20]([C:23]([F:26])([F:25])[F:24])=[CH:19][CH:18]=2)(=[O:16])=[O:15])[CH2:9][CH2:8]1.[CH2:27]([NH:29][CH2:30][CH2:31][OH:32])[CH3:28].C([O-])(O)=O.[Na+], predict the reaction product. The product is: [CH2:27]([N:29]([CH2:30][CH2:31][OH:32])[CH2:2][CH2:3][CH2:4][CH2:5][CH2:6][C@H:7]1[CH2:12][CH2:11][C@H:10]([NH:13][S:14]([C:17]2[CH:22]=[CH:21][C:20]([C:23]([F:26])([F:25])[F:24])=[CH:19][CH:18]=2)(=[O:16])=[O:15])[CH2:9][CH2:8]1)[CH3:28].